This data is from Forward reaction prediction with 1.9M reactions from USPTO patents (1976-2016). The task is: Predict the product of the given reaction. (1) Given the reactants [CH3:1][C:2]1[CH:7]=[CH:6][C:5]([OH:8])=[C:4]([C:9]([C:11]2[CH:16]=[CH:15][CH:14]=[CH:13][CH:12]=2)=[CH2:10])[CH:3]=1.[NH:17]1[CH2:22][CH2:21][O:20][CH2:19][CH2:18]1.O1CCOC[CH2:24]1, predict the reaction product. The product is: [CH3:1][C:2]1[CH:7]=[CH:6][C:5]([OH:8])=[C:4]([CH:9]([C:11]2[CH:16]=[CH:15][CH:14]=[CH:13][CH:12]=2)[CH2:10][CH2:24][N:17]2[CH2:22][CH2:21][O:20][CH2:19][CH2:18]2)[CH:3]=1. (2) Given the reactants [CH2:1]([NH:8][CH2:9][CH2:10][C:11]1[CH:16]=[CH:15][C:14]([CH2:17][C:18]([CH3:23])([CH3:22])[C:19]([OH:21])=[O:20])=[CH:13][CH:12]=1)[CH2:2][CH2:3][CH2:4][CH2:5][CH2:6][CH3:7].C(N(CC)C(C)C)(C)C.[F:33][C:34]1[CH:39]=[C:38]([F:40])[CH:37]=[CH:36][C:35]=1[N:41]=[C:42]=[O:43].Cl, predict the reaction product. The product is: [F:33][C:34]1[CH:39]=[C:38]([F:40])[CH:37]=[CH:36][C:35]=1[NH:41][C:42](=[O:43])[N:8]([CH2:9][CH2:10][C:11]1[CH:12]=[CH:13][C:14]([CH2:17][C:18]([CH3:22])([CH3:23])[C:19]([OH:21])=[O:20])=[CH:15][CH:16]=1)[CH2:1][CH2:2][CH2:3][CH2:4][CH2:5][CH2:6][CH3:7]. (3) The product is: [CH:22]12[NH:24][CH:19]([CH2:20][CH2:21]1)[CH2:18][CH:17]([CH:12]1[C:13]3[CH:14]=[CH:15][CH:16]=[C:3]([OH:2])[C:4]=3[O:5][C:6]3[C:11]1=[CH:10][CH:9]=[C:8]([C:25]1[CH:26]=[N:27][CH:28]=[CH:29][CH:30]=1)[CH:7]=3)[CH2:23]2. Given the reactants C[O:2][C:3]1[CH:16]=[CH:15][CH:14]=[C:13]2[C:4]=1[O:5][C:6]1[CH:7]=[C:8]([C:25]3[CH:26]=[N:27][CH:28]=[CH:29][CH:30]=3)[CH:9]=[CH:10][C:11]=1[CH:12]2[CH:17]1[CH2:23][CH:22]2[NH:24][CH:19]([CH2:20][CH2:21]2)[CH2:18]1.B(Br)(Br)Br, predict the reaction product. (4) Given the reactants S(Cl)(Cl)=O.[C:5]([C@H:8]1[C:17]2[C:12](=[CH:13][C:14]([N+:18]([O-:20])=[O:19])=[CH:15][CH:16]=2)[C:11](=[O:21])[N:10]([CH2:22][CH2:23][CH2:24][Br:25])[C@H:9]1[C:26]1[CH:31]=[CH:30][CH:29]=[CH:28][CH:27]=1)(O)=[O:6].[Cl-].[Al+3].[Cl-].[Cl-], predict the reaction product. The product is: [Br:25][CH2:24][CH2:23][CH2:22][N:10]1[C:9]2[C:26]3[CH:27]=[CH:28][CH:29]=[CH:30][C:31]=3[C:5](=[O:6])[C:8]=2[C:17]2[C:12](=[CH:13][C:14]([N+:18]([O-:20])=[O:19])=[CH:15][CH:16]=2)[C:11]1=[O:21]. (5) The product is: [C:20]([O:23][CH2:16][C:12]1[C:11]([CH3:17])=[C:10]([O:18][CH3:19])[C:9]([O:8][CH2:1][C:2]2[CH:7]=[CH:6][CH:5]=[CH:4][CH:3]=2)=[CH:14][N:13]=1)(=[O:22])[CH3:21]. Given the reactants [CH2:1]([O:8][C:9]1[C:10]([O:18][CH3:19])=[C:11]([CH3:17])[C:12]([CH3:16])=[N+:13]([O-])[CH:14]=1)[C:2]1[CH:7]=[CH:6][CH:5]=[CH:4][CH:3]=1.[C:20]([O:23]C(=O)C)(=[O:22])[CH3:21], predict the reaction product. (6) Given the reactants Cl[C:2]1[CH:7]=[CH:6][C:5]([NH:8][C:9]([NH:11][C:12]2[CH:17]=[CH:16][CH:15]=[C:14]([C:18]3[CH:23]=[CH:22][CH:21]=[C:20]([N:24]4[CH2:28][CH2:27][CH2:26][CH2:25]4)[N:19]=3)[CH:13]=2)=[O:10])=[CH:4][CH:3]=1.[O:29](C1C=CC=CC=1N)[C:30]1[CH:35]=[CH:34][CH:33]=[CH:32][CH:31]=1.CCN(C(C)C)C(C)C, predict the reaction product. The product is: [O:29]([C:6]1[CH:7]=[CH:2][CH:3]=[CH:4][C:5]=1[NH:8][C:9]([NH:11][C:12]1[CH:17]=[CH:16][CH:15]=[C:14]([C:18]2[CH:23]=[CH:22][CH:21]=[C:20]([N:24]3[CH2:28][CH2:27][CH2:26][CH2:25]3)[N:19]=2)[CH:13]=1)=[O:10])[C:30]1[CH:35]=[CH:34][CH:33]=[CH:32][CH:31]=1. (7) Given the reactants Br[CH:2]1[CH2:6][CH2:5][N:4]([C:7]2[CH:8]=[N:9][N:10]([C:15]3[CH:20]=[CH:19][C:18]([Cl:21])=[CH:17][CH:16]=3)[C:11]=2[CH:12]([CH3:14])[CH3:13])[C:3]1=[O:22].[CH2:23]([C:25]1[NH:26][CH:27]=[C:28]([C:30]([F:33])([F:32])[F:31])[N:29]=1)[CH3:24].C([O-])([O-])=O.[K+].[K+], predict the reaction product. The product is: [Cl:21][C:18]1[CH:19]=[CH:20][C:15]([N:10]2[C:11]([CH:12]([CH3:14])[CH3:13])=[C:7]([N:4]3[CH2:5][CH2:6][CH:2]([N:26]4[CH:27]=[C:28]([C:30]([F:31])([F:32])[F:33])[N:29]=[C:25]4[CH2:23][CH3:24])[C:3]3=[O:22])[CH:8]=[N:9]2)=[CH:16][CH:17]=1. (8) Given the reactants [CH3:1][O:2][C:3]1[CH:4]=[C:5]2[C:10](=[CH:11][C:12]=1[O:13][CH3:14])[N:9]=[CH:8][CH:7]=[C:6]2[O:15][C:16]1[CH:17]=[C:18]2[C:23](=[CH:24][CH:25]=1)[C:22]([NH2:26])=[CH:21][CH:20]=[CH:19]2.C([O-])(O)=O.[Na+].[F:32][C:33]1[CH:41]=[CH:40][CH:39]=[CH:38][C:34]=1[C:35](Cl)=[O:36].C(Cl)(Cl)Cl, predict the reaction product. The product is: [CH3:1][O:2][C:3]1[CH:4]=[C:5]2[C:10](=[CH:11][C:12]=1[O:13][CH3:14])[N:9]=[CH:8][CH:7]=[C:6]2[O:15][C:16]1[CH:17]=[C:18]2[C:23](=[CH:24][CH:25]=1)[C:22]([NH:26][C:35](=[O:36])[C:34]1[CH:38]=[CH:39][CH:40]=[CH:41][C:33]=1[F:32])=[CH:21][CH:20]=[CH:19]2. (9) Given the reactants [Li+].C[Si]([N-][Si](C)(C)C)(C)C.[CH:11]1[C:20]2[C:15](=[CH:16][CH:17]=[CH:18][CH:19]=2)[CH:14]=[CH:13][CH:12]=1.[CH3:21][NH:22][CH3:23].[CH2:24]1C[O:27][CH2:26][CH2:25]1, predict the reaction product. The product is: [CH3:21][N:22]([CH3:23])[C:17]1[CH:16]=[C:15]2[C:20](=[CH:19][CH:18]=1)[CH:11]=[C:12]1[C:26](=[O:27])[CH2:25][CH2:24][C:13]1=[CH:14]2.